From a dataset of Full USPTO retrosynthesis dataset with 1.9M reactions from patents (1976-2016). Predict the reactants needed to synthesize the given product. (1) Given the product [N+:12]([C:15]1[CH:16]=[C:17]([CH2:21][C:22]([O:23][CH2:3][CH:2]=[CH2:1])=[O:25])[CH:18]=[CH:19][CH:20]=1)([O-:14])=[O:13], predict the reactants needed to synthesize it. The reactants are: [CH2:1](O)[CH:2]=[CH2:3].C(N(CC)CC)C.[N+:12]([C:15]1[CH:16]=[C:17]([CH2:21][C:22](Cl)=[O:23])[CH:18]=[CH:19][CH:20]=1)([O-:14])=[O:13].[OH2:25]. (2) Given the product [Br:1][C:2]1[CH:3]=[CH:4][CH:5]=[C:6]([CH2:8][N:14]2[CH2:15][CH2:16][CH:11]([CH3:10])[CH2:12][CH2:13]2)[N:7]=1, predict the reactants needed to synthesize it. The reactants are: [Br:1][C:2]1[N:7]=[C:6]([CH:8]=O)[CH:5]=[CH:4][CH:3]=1.[CH3:10][CH:11]1[CH2:16][CH2:15][NH:14][CH2:13][CH2:12]1. (3) Given the product [N:1]1[C:6]2[NH:7][CH:8]=[CH:9][C:5]=2[C:4]([N:10]2[CH2:14][CH2:13][C@@H:12]([N:15]([CH3:24])[C:16]3[N:17]=[C:18]4[NH:23][C:25](=[O:26])[NH:22][C:19]4=[CH:20][CH:21]=3)[CH2:11]2)=[N:3][CH:2]=1, predict the reactants needed to synthesize it. The reactants are: [N:1]1[C:6]2[NH:7][CH:8]=[CH:9][C:5]=2[C:4]([N:10]2[CH2:14][CH2:13][C@@H:12]([N:15]([CH3:24])[C:16]3[CH:21]=[CH:20][C:19]([NH2:22])=[C:18]([NH2:23])[N:17]=3)[CH2:11]2)=[N:3][CH:2]=1.[C:25](N1C=CN=C1)(N1C=CN=C1)=[O:26]. (4) Given the product [CH3:18][O:17][C:13]1[CH:12]=[C:11]([CH:16]=[CH:15][CH:14]=1)[CH2:10][CH2:9][C:6]1[CH:7]=[CH:8][C:3](=[O:2])[N:4]([CH2:24][C:23]2[CH:26]=[CH:27][C:20]([Cl:19])=[C:21]([F:28])[CH:22]=2)[CH:5]=1, predict the reactants needed to synthesize it. The reactants are: C[O:2][C:3]1[CH:8]=[CH:7][C:6]([CH2:9][CH2:10][C:11]2[CH:16]=[CH:15][CH:14]=[C:13]([O:17][CH3:18])[CH:12]=2)=[CH:5][N:4]=1.[Cl:19][C:20]1[CH:27]=[CH:26][C:23]([CH2:24]Br)=[CH:22][C:21]=1[F:28]. (5) Given the product [CH:33]([N:7]1[CH2:6][CH2:5][C:4]2[N:3]=[C:2]([NH:47][C:45]([NH:44][C@@H:42]([C:36]3[CH:41]=[CH:40][CH:39]=[CH:38][CH:37]=3)[CH3:43])=[O:46])[CH:11]=[C:10]3[N:12]([C:14]([C:21]4[CH:26]=[CH:25][CH:24]=[CH:23][CH:22]=4)([C:27]4[CH:28]=[CH:29][CH:30]=[CH:31][CH:32]=4)[C:15]4[CH:16]=[CH:17][CH:18]=[CH:19][CH:20]=4)[N:13]=[C:8]1[C:9]=23)([CH3:35])[CH3:34], predict the reactants needed to synthesize it. The reactants are: Cl[C:2]1[CH:11]=[C:10]2[N:12]([C:14]([C:27]3[CH:32]=[CH:31][CH:30]=[CH:29][CH:28]=3)([C:21]3[CH:26]=[CH:25][CH:24]=[CH:23][CH:22]=3)[C:15]3[CH:20]=[CH:19][CH:18]=[CH:17][CH:16]=3)[N:13]=[C:8]3[C:9]2=[C:4]([CH2:5][CH2:6][N:7]3[CH:33]([CH3:35])[CH3:34])[N:3]=1.[C:36]1([C@H:42]([NH:44][C:45]([NH2:47])=[O:46])[CH3:43])[CH:41]=[CH:40][CH:39]=[CH:38][CH:37]=1.C(=O)([O-])[O-].[Cs+].[Cs+].